From a dataset of Forward reaction prediction with 1.9M reactions from USPTO patents (1976-2016). Predict the product of the given reaction. (1) Given the reactants [CH3:1][O:2][CH2:3][CH2:4][O:5][C:6]1[CH:7]=[C:8]([C:13]2[C:14]3[CH:21]=[C:20]([CH2:22][O:23][C:24]4[N:29]=[CH:28][C:27]([C@@H:30]([C:37]#[C:38][CH3:39])[CH2:31][C:32]([O:34]CC)=[O:33])=[CH:26][CH:25]=4)[CH:19]=[CH:18][C:15]=3[S:16][CH:17]=2)[C:9]([CH3:12])=[N:10][CH:11]=1.[Li+].[OH-].Cl, predict the reaction product. The product is: [CH3:1][O:2][CH2:3][CH2:4][O:5][C:6]1[CH:7]=[C:8]([C:13]2[C:14]3[CH:21]=[C:20]([CH2:22][O:23][C:24]4[N:29]=[CH:28][C:27]([C@@H:30]([C:37]#[C:38][CH3:39])[CH2:31][C:32]([OH:34])=[O:33])=[CH:26][CH:25]=4)[CH:19]=[CH:18][C:15]=3[S:16][CH:17]=2)[C:9]([CH3:12])=[N:10][CH:11]=1. (2) Given the reactants [Cl:1][C:2]1[CH:7]=[C:6](Cl)[C:5]([N+:9]([O-])=O)=[CH:4][C:3]=1[C:12]([F:15])([F:14])[F:13].[CH3:16][C:17]1[CH:22]=[CH:21][C:20]([S:23]([NH:26][C:27](=[O:52])[O:28][C@H:29]([CH3:51])[CH2:30][C:31]2[CH:36]=[CH:35][C:34]([N:37]3C4C=CC(C(=O)C)=CC=4N=[C:38]3[CH2:49][CH3:50])=[CH:33][CH:32]=2)(=[O:25])=[O:24])=[CH:19][CH:18]=1, predict the reaction product. The product is: [CH3:16][C:17]1[CH:22]=[CH:21][C:20]([S:23]([NH:26][C:27](=[O:52])[O:28][C@H:29]([CH3:51])[CH2:30][C:31]2[CH:32]=[CH:33][C:34]([N:37]3[C:6]4[CH:7]=[C:2]([Cl:1])[C:3]([C:12]([F:15])([F:14])[F:13])=[CH:4][C:5]=4[N:9]=[C:38]3[CH2:49][CH3:50])=[CH:35][CH:36]=2)(=[O:25])=[O:24])=[CH:19][CH:18]=1. (3) Given the reactants [F:1][C:2]1[CH:7]=[CH:6][CH:5]=[CH:4][C:3]=1[CH:8]1[CH2:13][CH2:12][N:11]([C:14]2[CH:19]=[C:18]([NH:20][NH2:21])[N:17]=[CH:16][N:15]=2)[CH2:10][CH2:9]1.C(=O)(O)[O-].[Na+].[CH:27]1([CH2:30][C:31](Cl)=[O:32])[CH2:29][CH2:28]1, predict the reaction product. The product is: [CH:27]1([CH2:30][C:31]([NH:21][NH:20][C:18]2[CH:19]=[C:14]([N:11]3[CH2:12][CH2:13][CH:8]([C:3]4[CH:4]=[CH:5][CH:6]=[CH:7][C:2]=4[F:1])[CH2:9][CH2:10]3)[N:15]=[CH:16][N:17]=2)=[O:32])[CH2:29][CH2:28]1. (4) Given the reactants C(=O)([O-])[O-].[Na+].[Na+].[C:7]([CH2:10][NH:11][C:12]1[CH:20]=[CH:19][CH:18]=[CH:17][C:13]=1[C:14]([OH:16])=[O:15])([OH:9])=[O:8].[C:21](OC(=O)C)(=[O:23])[CH3:22].Cl, predict the reaction product. The product is: [C:21]([N:11]([CH2:10][C:7]([OH:9])=[O:8])[C:12]1[CH:20]=[CH:19][CH:18]=[CH:17][C:13]=1[C:14]([OH:16])=[O:15])(=[O:23])[CH3:22].